From a dataset of Full USPTO retrosynthesis dataset with 1.9M reactions from patents (1976-2016). Predict the reactants needed to synthesize the given product. Given the product [OH:1][C@H:2]1[CH2:6][N:5]([C:7](=[O:15])[CH2:8][C:9]2[O:13][N:12]=[C:11]([CH3:14])[CH:10]=2)[C@H:4]([C:16]([OH:18])=[O:17])[CH2:3]1, predict the reactants needed to synthesize it. The reactants are: [OH:1][C@H:2]1[CH2:6][N:5]([C:7](=[O:15])[CH2:8][C:9]2[O:13][N:12]=[C:11]([CH3:14])[CH:10]=2)[C@H:4]([C:16]([O:18]CC2C=CC=CC=2)=[O:17])[CH2:3]1.